From a dataset of Forward reaction prediction with 1.9M reactions from USPTO patents (1976-2016). Predict the product of the given reaction. (1) Given the reactants [I:1]NC(=O)CCC(N)=O.[F:10][C:11]1[CH:12]=[CH:13][CH:14]=[C:15]2[C:20]=1[N:19]=[CH:18][CH:17]=[CH:16]2.[O-]S([O-])=O.[Na+].[Na+].O, predict the reaction product. The product is: [F:10][C:11]1[CH:12]=[CH:13][CH:14]=[C:15]2[C:20]=1[N:19]=[CH:18][C:17]([I:1])=[CH:16]2. (2) Given the reactants C(NC(C)C)(C)C.C([Li])CCC.[CH3:13][O:14][C:15]1[CH:23]=[CH:22][C:18]([C:19]([OH:21])=[O:20])=[C:17]([CH3:24])[CH:16]=1.[C:25](=O)([O:28]C)[O:26]C, predict the reaction product. The product is: [C:25]([CH2:24][C:17]1[CH:16]=[C:15]([O:14][CH3:13])[CH:23]=[CH:22][C:18]=1[C:19]([OH:21])=[O:20])([OH:28])=[O:26]. (3) The product is: [C:9]([C:3]1[CH:4]=[C:5]([Cl:8])[CH:6]=[CH:7][C:2]=1[NH:1][S:15]([C:18]([F:21])([F:20])[F:19])(=[O:16])=[O:14])(=[O:13])[CH2:10][CH2:11][CH3:12]. Given the reactants [NH2:1][C:2]1[CH:7]=[CH:6][C:5]([Cl:8])=[CH:4][C:3]=1[C:9](=[O:13])[CH2:10][CH2:11][CH3:12].[O:14](S(C(F)(F)F)(=O)=O)[S:15]([C:18]([F:21])([F:20])[F:19])(=O)=[O:16], predict the reaction product. (4) Given the reactants [Al].Br[C:3]1[C:4]([O:26][CH3:27])=[CH:5][C:6]2[N:7]([CH2:16][CH2:17][CH:18]([CH3:25])[CH2:19][CH2:20][CH2:21][CH:22]([CH3:24])[CH3:23])[C:8]3[C:13]([C:14]=2[CH:15]=1)=[CH:12][CH:11]=[CH:10][CH:9]=3.[CH3:28][CH:29]([CH2:56][CH2:57][CH2:58][CH:59]([CH3:61])[CH3:60])[CH2:30][CH2:31][N:32]1[C:44]2[CH:43]=[C:42]([O:45][CH3:46])[C:41](B3OC(C)(C)C(C)(C)O3)=[CH:40][C:39]=2[C:38]2[C:33]1=[CH:34][CH:35]=[CH:36][CH:37]=2.C(=O)([O-])[O-].[K+].[K+], predict the reaction product. The product is: [CH3:25][CH:18]([CH2:19][CH2:20][CH2:21][CH:22]([CH3:24])[CH3:23])[CH2:17][CH2:16][N:7]1[C:6]2[CH:5]=[C:4]([O:26][CH3:27])[C:3]([C:41]3[C:42]([O:45][CH3:46])=[CH:43][C:44]4[N:32]([CH2:31][CH2:30][CH:29]([CH3:28])[CH2:56][CH2:57][CH2:58][CH:59]([CH3:61])[CH3:60])[C:33]5[C:38]([C:39]=4[CH:40]=3)=[CH:37][CH:36]=[CH:35][CH:34]=5)=[CH:15][C:14]=2[C:13]2[C:8]1=[CH:9][CH:10]=[CH:11][CH:12]=2. (5) Given the reactants [F:1][C:2]([F:44])([F:43])[C:3]1[CH:4]=[C:5]([CH:36]=[C:37]([C:39]([F:42])([F:41])[F:40])[CH:38]=1)[C:6]([N:8]1[CH2:13][CH2:12][N:11]([CH2:14][C:15]#[C:16][CH2:17][N:18]2[CH2:23][CH2:22][O:21][CH2:20][C@@H:19]2[CH2:24][O:25][CH3:26])[CH2:10][C@H:9]1[CH2:27][C:28]1[CH:33]=[CH:32][C:31]([CH3:34])=[C:30]([CH3:35])[CH:29]=1)=[O:7], predict the reaction product. The product is: [F:44][C:2]([F:1])([F:43])[C:3]1[CH:4]=[C:5]([CH:36]=[C:37]([C:39]([F:40])([F:42])[F:41])[CH:38]=1)[C:6]([N:8]1[CH2:13][CH2:12][N:11]([CH2:14][CH2:15][CH2:16][CH2:17][N:18]2[CH2:23][CH2:22][O:21][CH2:20][C@@H:19]2[CH2:24][O:25][CH3:26])[CH2:10][C@H:9]1[CH2:27][C:28]1[CH:33]=[CH:32][C:31]([CH3:34])=[C:30]([CH3:35])[CH:29]=1)=[O:7]. (6) The product is: [CH2:29]([N:21]([C:17]1[C:18]([CH3:20])=[C:19]([CH:34]=[O:35])[N:15]([CH3:14])[N:16]=1)[C:22](=[O:28])[O:23][C:24]([CH3:26])([CH3:25])[CH3:27])[CH3:30]. Given the reactants CN(CCN(C)C)C.[Li]CCCC.[CH3:14][N:15]1[CH:19]=[C:18]([CH3:20])[C:17]([N:21]([CH2:29][CH3:30])[C:22](=[O:28])[O:23][C:24]([CH3:27])([CH3:26])[CH3:25])=[N:16]1.CN([CH:34]=[O:35])C, predict the reaction product. (7) Given the reactants [Cl:1][C:2]1[C:3]([O:12][C:13]2[CH:18]=[C:17]([O:19][CH2:20][CH2:21][C:22]3([CH3:27])[O:26][CH2:25][CH2:24][O:23]3)[CH:16]=[CH:15][C:14]=2/[CH:28]=[CH:29]/[C:30]([O:32]CC)=[O:31])=[N:4][CH:5]=[C:6]([C:8]([F:11])([F:10])[F:9])[CH:7]=1.O1CCCC1.[OH-].[Na+].Cl, predict the reaction product. The product is: [Cl:1][C:2]1[C:3]([O:12][C:13]2[CH:18]=[C:17]([O:19][CH2:20][CH2:21][C:22]3([CH3:27])[O:26][CH2:25][CH2:24][O:23]3)[CH:16]=[CH:15][C:14]=2/[CH:28]=[CH:29]/[C:30]([OH:32])=[O:31])=[N:4][CH:5]=[C:6]([C:8]([F:10])([F:9])[F:11])[CH:7]=1. (8) Given the reactants [CH3:1][C:2]1[CH:7]=[CH:6][C:5]([C:8]2[O:12][N:11]=[CH:10][C:9]=2[C:13]([OH:15])=O)=[CH:4][CH:3]=1.C(O)(=O)C(O)=O.[CH3:22][C:23]1[CH:28]=[CH:27][C:26]([CH:29]2[CH2:33][CH2:32][NH:31][CH2:30]2)=[CH:25][CH:24]=1, predict the reaction product. The product is: [CH3:1][C:2]1[CH:3]=[CH:4][C:5]([C:8]2[O:12][N:11]=[CH:10][C:9]=2[C:13]([N:31]2[CH2:32][CH2:33][CH:29]([C:26]3[CH:27]=[CH:28][C:23]([CH3:22])=[CH:24][CH:25]=3)[CH2:30]2)=[O:15])=[CH:6][CH:7]=1. (9) Given the reactants [NH2:1][CH2:2][CH:3]([NH:10][CH2:11][CH2:12][C:13]([O:15][CH2:16][CH3:17])=[O:14])[C:4]1[CH:9]=[CH:8][CH:7]=[CH:6][CH:5]=1.S([O-])([O-])(=O)=O.[Mg+2].[CH:24]1([CH:27]=O)[CH2:26][CH2:25]1.C(O[BH-](OC(=O)C)OC(=O)C)(=O)C.[Na+].C(=O)(O)[O-].[Na+], predict the reaction product. The product is: [CH:24]1([CH2:27][NH:1][CH2:2][CH:3]([NH:10][CH2:11][CH2:12][C:13]([O:15][CH2:16][CH3:17])=[O:14])[C:4]2[CH:9]=[CH:8][CH:7]=[CH:6][CH:5]=2)[CH2:26][CH2:25]1. (10) Given the reactants Cl[C:2]1[N:9]=[C:8]([C:10]([F:13])([F:12])[F:11])[CH:7]=[CH:6][C:3]=1[C:4]#[N:5].[NH:14]1[CH2:18][CH2:17][CH2:16][CH2:15]1, predict the reaction product. The product is: [N:14]1([C:2]2[N:9]=[C:8]([C:10]([F:13])([F:12])[F:11])[CH:7]=[CH:6][C:3]=2[C:4]#[N:5])[CH2:18][CH2:17][CH2:16][CH2:15]1.